Dataset: Forward reaction prediction with 1.9M reactions from USPTO patents (1976-2016). Task: Predict the product of the given reaction. (1) Given the reactants [C:1]1([S@@:7]([CH2:10][C:11]([O:13][CH2:14][CH3:15])=[O:12])(=[NH:9])=[O:8])[CH:6]=[CH:5][CH:4]=[CH:3][CH:2]=1.[CH3:16][C:17]1[CH:21]=[CH:20][O:19][C:18]=1[C:22]([NH:24][C:25]1[CH:26]=[C:27]([C:31]#[C:32][C:33]2[CH:34]=[N:35][CH:36]=[C:37]([CH:41]=2)[C:38](O)=[O:39])[CH:28]=[CH:29][CH:30]=1)=[O:23].Cl.CN(C)CCCN=C=NCC.Cl, predict the reaction product. The product is: [CH3:16][C:17]1[CH:21]=[CH:20][O:19][C:18]=1[C:22]([NH:24][C:25]1[CH:26]=[C:27]([C:31]#[C:32][C:33]2[CH:41]=[C:37]([C:38]([N:9]=[S@:7]([CH2:10][C:11]([O:13][CH2:14][CH3:15])=[O:12])([C:1]3[CH:2]=[CH:3][CH:4]=[CH:5][CH:6]=3)=[O:8])=[O:39])[CH:36]=[N:35][CH:34]=2)[CH:28]=[CH:29][CH:30]=1)=[O:23]. (2) Given the reactants [Br:1][C:2]1[CH:7]=[CH:6][C:5]([S:8](Cl)(=[O:10])=[O:9])=[C:4]([C:12]([F:15])([F:14])[F:13])[CH:3]=1.[NH2:16][C:17]1[CH:18]=[C:19]([C:23]2[NH:27][N:26]=[N:25][N:24]=2)[CH:20]=[CH:21][CH:22]=1, predict the reaction product. The product is: [Br:1][C:2]1[CH:7]=[CH:6][C:5]([S:8]([NH:16][C:17]2[CH:22]=[CH:21][CH:20]=[C:19]([C:23]3[NH:27][N:26]=[N:25][N:24]=3)[CH:18]=2)(=[O:10])=[O:9])=[C:4]([C:12]([F:15])([F:14])[F:13])[CH:3]=1. (3) The product is: [Br:1][C:2]1[CH:10]=[C:9]2[C:5]([C:6]([CH3:13])([CH3:12])[C:7](=[O:11])[N:8]2[CH:15]2[CH2:18][O:17][CH2:16]2)=[CH:4][CH:3]=1. Given the reactants [Br:1][C:2]1[CH:10]=[C:9]2[C:5]([C:6]([CH3:13])([CH3:12])[C:7](=[O:11])[NH:8]2)=[CH:4][CH:3]=1.Br[CH:15]1[CH2:18][O:17][CH2:16]1.C(=O)([O-])[O-].[Cs+].[Cs+].[Cl-].[NH4+], predict the reaction product.